This data is from Catalyst prediction with 721,799 reactions and 888 catalyst types from USPTO. The task is: Predict which catalyst facilitates the given reaction. (1) Reactant: [H-].[Al+3].[Li+].[H-].[H-].[H-].[CH2:7]([C:9]1[C:14]([C:15](OCC)=[O:16])=[C:13]([CH2:20][CH3:21])[CH:12]=[CH:11][N:10]=1)[CH3:8]. Product: [CH2:7]([C:9]1[C:14]([CH2:15][OH:16])=[C:13]([CH2:20][CH3:21])[CH:12]=[CH:11][N:10]=1)[CH3:8]. The catalyst class is: 1. (2) Reactant: [CH:1]1([C:4]2[CH:12]=[C:11]3[C:7]([C:8]([CH2:19][C:20]4[N:25]=[C:24]([C:26]([NH2:28])=O)[CH:23]=[CH:22][CH:21]=4)=[C:9]([C:13]4[CH:18]=[CH:17][CH:16]=[CH:15][CH:14]=4)[NH:10]3)=[CH:6][CH:5]=2)[CH2:3][CH2:2]1.P(Cl)(Cl)(Cl)=O.C(=O)([O-])O.[Na+]. Product: [CH:1]1([C:4]2[CH:12]=[C:11]3[C:7]([C:8]([CH2:19][C:20]4[N:25]=[C:24]([C:26]#[N:28])[CH:23]=[CH:22][CH:21]=4)=[C:9]([C:13]4[CH:18]=[CH:17][CH:16]=[CH:15][CH:14]=4)[NH:10]3)=[CH:6][CH:5]=2)[CH2:2][CH2:3]1. The catalyst class is: 9. (3) Reactant: [F:1][C:2]1[CH:7]=[CH:6][C:5]([F:8])=[CH:4][C:3]=1[CH:9]([S:20]([C:23]1[CH:28]=[CH:27][C:26]([F:29])=[CH:25][CH:24]=1)(=[O:22])=[O:21])[C:10]1[C:11]([CH3:19])=[CH:12][C:13]([C:16](O)=[O:17])=[N:14][CH:15]=1.Cl.[NH2:31][C@H:32]1[CH2:37][CH2:36][C@H:35]([OH:38])[CH2:34][CH2:33]1.ON1C2C=CC=CC=2N=N1.Cl.C(N=C=NCCCN(C)C)C.CN1CCOCC1. Product: [F:1][C:2]1[CH:7]=[CH:6][C:5]([F:8])=[CH:4][C:3]=1[CH:9]([S:20]([C:23]1[CH:28]=[CH:27][C:26]([F:29])=[CH:25][CH:24]=1)(=[O:22])=[O:21])[C:10]1[C:11]([CH3:19])=[CH:12][C:13]([C:16]([NH:31][C@H:32]2[CH2:37][CH2:36][C@H:35]([OH:38])[CH2:34][CH2:33]2)=[O:17])=[N:14][CH:15]=1. The catalyst class is: 124. (4) Product: [NH:44]1[CH:43]=[C:42]([C:2]2[N:7]=[CH:6][C:5]3[CH:8]=[N:9][N:10]([C:11]4[N:16]=[C:15]([N:17]5[CH2:23][C:22]([O:25][CH3:26])([CH3:24])[CH2:21][N:20]([C:27]([O:29][C:30]([CH3:33])([CH3:32])[CH3:31])=[O:28])[CH2:19][CH2:18]5)[CH:14]=[CH:13][CH:12]=4)[C:4]=3[CH:3]=2)[CH:46]=[N:45]1. Reactant: Cl[C:2]1[N:7]=[CH:6][C:5]2[CH:8]=[N:9][N:10]([C:11]3[N:16]=[C:15]([N:17]4[CH2:23][C:22]([O:25][CH3:26])([CH3:24])[CH2:21][N:20]([C:27]([O:29][C:30]([CH3:33])([CH3:32])[CH3:31])=[O:28])[CH2:19][CH2:18]4)[CH:14]=[CH:13][CH:12]=3)[C:4]=2[CH:3]=1.CC1(C)C(C)(C)OB([C:42]2[CH:43]=[N:44][NH:45][CH:46]=2)O1.C([O-])([O-])=O.[Na+].[Na+]. The catalyst class is: 75. (5) Reactant: [H-].[H-].[H-].[H-].[Li+].[Al+3].[Cl:7][C:8]1[CH:13]=[CH:12][C:11]([C:14](=[O:18])[CH2:15][C:16]#[N:17])=[CH:10][CH:9]=1.CCN(CC)CC.[CH3:26][C:27]([O:30][C:31](O[C:31]([O:30][C:27]([CH3:29])([CH3:28])[CH3:26])=[O:32])=[O:32])([CH3:29])[CH3:28]. Product: [Cl:7][C:8]1[CH:9]=[CH:10][C:11]([CH:14]([OH:18])[CH2:15][CH2:16][NH:17][C:31](=[O:32])[O:30][C:27]([CH3:29])([CH3:28])[CH3:26])=[CH:12][CH:13]=1. The catalyst class is: 76. (6) Reactant: [F:1][C:2]1[CH:7]=[CH:6][C:5]([CH2:8][C:9](=[O:15])[C:10]([O:12][CH2:13][CH3:14])=[O:11])=[CH:4][CH:3]=1.[CH2:16]([O:18][CH:19](OCC)OCC)[CH3:17]. Product: [CH2:16]([O:18]/[CH:19]=[C:8](\[C:5]1[CH:4]=[CH:3][C:2]([F:1])=[CH:7][CH:6]=1)/[C:9](=[O:15])[C:10]([O:12][CH2:13][CH3:14])=[O:11])[CH3:17]. The catalyst class is: 152.